Dataset: Full USPTO retrosynthesis dataset with 1.9M reactions from patents (1976-2016). Task: Predict the reactants needed to synthesize the given product. (1) The reactants are: [C:1]([C:5]1[C:6]([NH2:14])=[N:7][N:8]2[CH:13]=[CH:12][CH:11]=[N:10][C:9]=12)([CH3:4])([CH3:3])[CH3:2].[CH3:15][C:16]([CH3:23])([CH3:22])[CH2:17][CH2:18][C:19](O)=[O:20]. Given the product [C:1]([C:5]1[C:6]([NH:14][C:19](=[O:20])[CH2:18][CH2:17][C:16]([CH3:23])([CH3:22])[CH3:15])=[N:7][N:8]2[CH:13]=[CH:12][CH:11]=[N:10][C:9]=12)([CH3:4])([CH3:2])[CH3:3], predict the reactants needed to synthesize it. (2) Given the product [Br:1][C:2]1[CH:3]=[CH:4][C:5]2[N:6]([C:8]([C:11]([N:31]3[CH2:32][CH2:33][CH:28]([C:24]4[CH:25]=[CH:26][CH:27]=[C:22]([F:21])[C:23]=4[C:34]([F:37])([F:35])[F:36])[CH2:29][CH2:30]3)=[O:13])=[N:9][N:10]=2)[CH:7]=1, predict the reactants needed to synthesize it. The reactants are: [Br:1][C:2]1[CH:3]=[CH:4][C:5]2[N:6]([C:8]([C:11]([O:13]CC)=O)=[N:9][N:10]=2)[CH:7]=1.O[Li].O.Cl.Cl.[F:21][C:22]1[C:23]([C:34]([F:37])([F:36])[F:35])=[C:24]([CH:28]2[CH2:33][CH2:32][NH:31][CH2:30][CH2:29]2)[CH:25]=[CH:26][CH:27]=1.F[P-](F)(F)(F)(F)F.N1(O[P+](N(C)C)(N(C)C)N(C)C)C2C=CC=CC=2N=N1.C(N(C(C)C)CC)(C)C. (3) Given the product [CH3:21][C:2]1([CH3:1])[CH2:10][C:9]2[NH:8][CH:7]=[C:6]([CH2:11][CH2:12][CH2:13][N:15]([CH2:18][CH3:19])[CH2:16][CH3:17])[C:5]=2[CH2:4][CH2:3]1, predict the reactants needed to synthesize it. The reactants are: [CH3:1][C:2]1([CH3:21])[CH2:10][C:9]2[NH:8][CH:7]=[C:6]([CH2:11][CH2:12][C:13]([N:15]([CH2:18][CH3:19])[CH2:16][CH3:17])=O)[C:5]=2[C:4](=O)[CH2:3]1.[H-].[Al+3].[Li+].[H-].[H-].[H-].[OH-].[Na+].O. (4) Given the product [C:1]([O:5][C:6](=[O:21])[NH:7][C:8]1[CH:13]=[C:12]([NH:14][CH2:15][CH:16]([CH3:17])[CH3:18])[C:11]([Cl:19])=[CH:10][C:9]=1[NH:20][C:27](=[O:26])[CH2:28][C:29](=[O:42])[C:30]1[CH:35]=[CH:34][CH:33]=[C:32]([C:36]2[CH:41]=[N:40][CH:39]=[N:38][CH:37]=2)[CH:31]=1)([CH3:3])([CH3:2])[CH3:4], predict the reactants needed to synthesize it. The reactants are: [C:1]([O:5][C:6](=[O:21])[NH:7][C:8]1[CH:13]=[C:12]([NH:14][CH2:15][CH:16]([CH3:18])[CH3:17])[C:11]([Cl:19])=[CH:10][C:9]=1[NH2:20])([CH3:4])([CH3:3])[CH3:2].C([O:26][C:27](=O)[CH2:28][C:29](=[O:42])[C:30]1[CH:35]=[CH:34][CH:33]=[C:32]([C:36]2[CH:37]=[N:38][CH:39]=[N:40][CH:41]=2)[CH:31]=1)(C)(C)C. (5) The reactants are: [C:1](Cl)(Cl)=[O:2].[NH2:5][C:6]1[CH:11]=[CH:10][CH:9]=[C:8]([Cl:12])[N:7]=1.C(N(CC)C(C)C)(C)C.[C:22]([OH:26])([CH3:25])([CH3:24])[CH3:23].[OH-].[Na+]. Given the product [C:22]([O:26][C:1](=[O:2])[NH:5][C:6]1[CH:11]=[CH:10][CH:9]=[C:8]([Cl:12])[N:7]=1)([CH3:25])([CH3:24])[CH3:23], predict the reactants needed to synthesize it. (6) The reactants are: Cl[C:2]1[C:11]2[C:6](=[CH:7][C:8]([O:12][CH3:13])=[CH:9][CH:10]=2)[CH:5]=[C:4]([NH:14][C:15]2[CH:19]=[C:18]([CH3:20])[NH:17][N:16]=2)[N:3]=1.[C:21]([C:23]1[CH:28]=[CH:27][C:26](B(O)O)=[CH:25][CH:24]=1)#[N:22]. Given the product [CH3:13][O:12][C:8]1[CH:7]=[C:6]2[C:11](=[CH:10][CH:9]=1)[C:2]([C:26]1[CH:27]=[CH:28][C:23]([C:21]#[N:22])=[CH:24][CH:25]=1)=[N:3][C:4]([NH:14][C:15]1[CH:19]=[C:18]([CH3:20])[NH:17][N:16]=1)=[CH:5]2, predict the reactants needed to synthesize it. (7) Given the product [NH2:26][C:10](=[O:11])[C:9]([NH:8][C:6](=[O:7])[C:5]1[CH:17]=[CH:18][C:2]([Br:1])=[CH:3][CH:4]=1)([CH:14]1[CH2:16][CH2:15]1)[CH3:13], predict the reactants needed to synthesize it. The reactants are: [Br:1][C:2]1[CH:18]=[CH:17][C:5]([C:6]([NH:8][C:9]([CH:14]2[CH2:16][CH2:15]2)([CH3:13])[C:10](O)=[O:11])=[O:7])=[CH:4][CH:3]=1.C(Cl)(=O)C(Cl)=O.[OH-].[NH4+:26]. (8) Given the product [NH2:1][CH2:4][C:5]1[C:13]2[C:8](=[N:9][C:10]([F:14])=[CH:11][CH:12]=2)[N:7]([CH:15]2[CH2:20][CH2:19][CH2:18][CH2:17][O:16]2)[N:6]=1, predict the reactants needed to synthesize it. The reactants are: [N:1]([CH2:4][C:5]1[C:13]2[C:8](=[N:9][C:10]([F:14])=[CH:11][CH:12]=2)[N:7]([CH:15]2[CH2:20][CH2:19][CH2:18][CH2:17][O:16]2)[N:6]=1)=[N+]=[N-].[H][H]. (9) Given the product [C:12]([O:11][C:9]([N:22]1[CH:21]([CH3:23])[CH2:20][N:19]([C:24]2[CH:29]=[CH:28][CH:27]=[CH:26][C:25]=2[N+:30]([O-:32])=[O:31])[CH2:18][CH:17]1[CH3:16])=[O:10])([CH3:13])([CH3:14])[CH3:15], predict the reactants needed to synthesize it. The reactants are: [CH3:13][C:12]([O:11][C:9](O[C:9]([O:11][C:12]([CH3:15])([CH3:14])[CH3:13])=[O:10])=[O:10])([CH3:15])[CH3:14].[CH3:16][CH:17]1[NH:22][CH:21]([CH3:23])[CH2:20][N:19]([C:24]2[CH:29]=[CH:28][CH:27]=[CH:26][C:25]=2[N+:30]([O-:32])=[O:31])[CH2:18]1. (10) Given the product [Br:1][C:2]1[CH:3]=[CH:4][C:5]([C:8]2[CH:9]=[CH:10][C:11]([C:14]([N:20]3[CH2:19][CH2:18][N:17]([C:23]([O:25][C:26]([CH3:29])([CH3:28])[CH3:27])=[O:24])[CH2:22][CH2:21]3)=[O:16])=[CH:12][CH:13]=2)=[CH:6][CH:7]=1, predict the reactants needed to synthesize it. The reactants are: [Br:1][C:2]1[CH:7]=[CH:6][C:5]([C:8]2[CH:13]=[CH:12][C:11]([C:14]([OH:16])=O)=[CH:10][CH:9]=2)=[CH:4][CH:3]=1.[N:17]1([C:23]([O:25][C:26]([CH3:29])([CH3:28])[CH3:27])=[O:24])[CH2:22][CH2:21][NH:20][CH2:19][CH2:18]1.CN(C(ON1N=NC2C=CC=NC1=2)=[N+](C)C)C.F[P-](F)(F)(F)(F)F.